Dataset: Reaction yield outcomes from USPTO patents with 853,638 reactions. Task: Predict the reaction yield, written as a fraction of the theoretical maximum amount of product (1.0 means a 100% yield; for example, 0.34 means a 34% yield). (1) The reactants are [C:1](#[N:3])[CH3:2].C(O[C:7]([C:9]1[N:10]([S:18]([C:21]2[CH:26]=[CH:25][CH:24]=[CH:23][CH:22]=2)(=[O:20])=[O:19])[C:11]2[C:16]([CH:17]=1)=[CH:15][CH:14]=[CH:13][CH:12]=2)=[O:8])C.C[Si]([N-][Si](C)(C)C)(C)C.[Li+].[Cl-].[NH4+]. The catalyst is O.O1CCCC1. The product is [C:21]1([S:18]([N:10]2[C:11]3[C:16](=[CH:15][CH:14]=[CH:13][CH:12]=3)[CH:17]=[C:9]2[C:7](=[O:8])[CH2:2][C:1]#[N:3])(=[O:19])=[O:20])[CH:26]=[CH:25][CH:24]=[CH:23][CH:22]=1. The yield is 0.700. (2) The reactants are Cl.[C:2]([O:6][C:7]([N:9]1[CH2:14][CH2:13][NH:12][CH2:11][CH2:10]1)=[O:8])([CH3:5])([CH3:4])[CH3:3].Br[C:16]1[CH:17]=[CH:18][C:19]([F:22])=[N:20][CH:21]=1.C1C=CC(P(C2C=CC3C(=CC=CC=3)C=2C2C3C(=CC=CC=3)C=CC=2P(C2C=CC=CC=2)C2C=CC=CC=2)C2C=CC=CC=2)=CC=1.C(=O)([O-])[O-].[Cs+].[Cs+]. The catalyst is C1(C)C=CC=CC=1.C([O-])(=O)C.[Pd+2].C([O-])(=O)C.CCCCCC.O. The product is [C:2]([O:6][C:7]([N:9]1[CH2:14][CH2:13][N:12]([C:16]2[CH:21]=[N:20][C:19]([F:22])=[CH:18][CH:17]=2)[CH2:11][CH2:10]1)=[O:8])([CH3:5])([CH3:3])[CH3:4]. The yield is 0.430. (3) The reactants are [CH2:1]([O:8][N:9]1[C:12]2([CH:17]=[CH:16][C:15](=[O:18])[CH:14]([OH:19])[CH:13]2[OH:20])[CH2:11][C:10]1=[O:21])[C:2]1[CH:7]=[CH:6][CH:5]=[CH:4][CH:3]=1.N1C=CN=C1.[Si:27](Cl)([C:30]([CH3:33])([CH3:32])[CH3:31])([CH3:29])[CH3:28]. The yield is 0.780. The catalyst is CN(C=O)C. The product is [CH2:1]([O:8][N:9]1[C:12]2([CH:17]=[CH:16][C:15](=[O:18])[CH:14]([O:19][Si:27]([C:30]([CH3:33])([CH3:32])[CH3:31])([CH3:29])[CH3:28])[CH:13]2[OH:20])[CH2:11][C:10]1=[O:21])[C:2]1[CH:7]=[CH:6][CH:5]=[CH:4][CH:3]=1.